Dataset: Reaction yield outcomes from USPTO patents with 853,638 reactions. Task: Predict the reaction yield, written as a fraction of the theoretical maximum amount of product (1.0 means a 100% yield; for example, 0.34 means a 34% yield). (1) The reactants are [F:1][C:2]1[CH:3]=[C:4]([C:9]2[N:10]=[C:11]([C:14]3([CH2:20][NH2:21])[CH2:19][CH2:18][O:17][CH2:16][CH2:15]3)[S:12][CH:13]=2)[CH:5]=[C:6]([F:8])[CH:7]=1.[F:22][C:23]([F:39])([F:38])[C:24]1[O:28][N:27]=[C:26]([C:29]2[CH:30]=[C:31]([CH:35]=[CH:36][CH:37]=2)[C:32](O)=[O:33])[N:25]=1. No catalyst specified. The product is [F:8][C:6]1[CH:5]=[C:4]([C:9]2[N:10]=[C:11]([C:14]3([CH2:20][NH:21][C:32](=[O:33])[C:31]4[CH:35]=[CH:36][CH:37]=[C:29]([C:26]5[N:25]=[C:24]([C:23]([F:39])([F:38])[F:22])[O:28][N:27]=5)[CH:30]=4)[CH2:15][CH2:16][O:17][CH2:18][CH2:19]3)[S:12][CH:13]=2)[CH:3]=[C:2]([F:1])[CH:7]=1. The yield is 0.100. (2) The reactants are [C:1]([C:5]1[CH:10]=[CH:9][C:8]([OH:11])=[C:7]([N+:12]([O-:14])=[O:13])[CH:6]=1)([CH3:4])([CH3:3])[CH3:2].C([O-])([O-])=O.[K+].[K+].Br[CH2:22][C:23]([N:25]1[CH2:30][CH2:29][O:28][CH2:27][CH2:26]1)=[O:24]. The catalyst is CN(C=O)C.CCOC(C)=O. The product is [N:25]1([C:23]([CH2:22][O:11][C:8]2[CH:9]=[CH:10][C:5]([C:1]([CH3:4])([CH3:2])[CH3:3])=[CH:6][C:7]=2[N+:12]([O-:14])=[O:13])=[O:24])[CH2:30][CH2:29][O:28][CH2:27][CH2:26]1. The yield is 0.330.